This data is from Reaction yield outcomes from USPTO patents with 853,638 reactions. The task is: Predict the reaction yield, written as a fraction of the theoretical maximum amount of product (1.0 means a 100% yield; for example, 0.34 means a 34% yield). (1) The reactants are C(O)(C(F)(F)F)=O.[F:8][CH:9]([CH2:24][N:25]1[CH:29]=[C:28]([NH:30][C:31](=[O:38])[CH2:32][N:33]2[CH2:36][CH:35]([F:37])[CH2:34]2)[N:27]=[N:26]1)[CH2:10][CH2:11][N:12]1[CH:16]=[C:15]([C:17]([O:19]C(C)(C)C)=[O:18])[N:14]=[N:13]1.O. The catalyst is C(Cl)Cl. The product is [F:8][CH:9]([CH2:24][N:25]1[CH:29]=[C:28]([NH:30][C:31](=[O:38])[CH2:32][N:33]2[CH2:34][CH:35]([F:37])[CH2:36]2)[N:27]=[N:26]1)[CH2:10][CH2:11][N:12]1[CH:16]=[C:15]([C:17]([OH:19])=[O:18])[N:14]=[N:13]1. The yield is 0.940. (2) The reactants are [F:1][C:2]1[CH:7]=[C:6](I)[CH:5]=[C:4]([CH3:9])[C:3]=1[C:10](=[O:12])[CH3:11].[O-]P([O-])([O-])=O.[K+].[K+].[K+].[CH3:21][O:22][C:23]1[CH:28]=[CH:27][C:26]([OH:29])=[CH:25][CH:24]=1. The catalyst is C1(C)C=CC=CC=1.CC([O-])=O.CC([O-])=O.[Pd+2].C(P(C(C)(C)C)C1C=CC=CC=1C1C(C(C)C)=CC(C(C)C)=CC=1C(C)C)(C)(C)C. The product is [F:1][C:2]1[CH:7]=[C:6]([O:29][C:26]2[CH:27]=[CH:28][C:23]([O:22][CH3:21])=[CH:24][CH:25]=2)[CH:5]=[C:4]([CH3:9])[C:3]=1[C:10](=[O:12])[CH3:11]. The yield is 0.430. (3) The reactants are [CH2:1]1[CH2:6][C@H:5]([C:7]([OH:9])=[O:8])[CH2:4][CH2:3][C@H:2]1[CH2:10][NH2:11].[C:12]([O:15][CH:16]([O:20][C:21](ON1C(=O)CCC1=O)=[O:22])[CH2:17][CH2:18][CH3:19])(=[O:14])[CH3:13]. The catalyst is CC(OC)(C)C.CC(C)=O.O. The product is [C:12]([O:15][CH:16]([O:20][C:21]([NH:11][CH2:10][C@H:2]1[CH2:3][CH2:4][C@H:5]([C:7]([OH:9])=[O:8])[CH2:6][CH2:1]1)=[O:22])[CH2:17][CH2:18][CH3:19])(=[O:14])[CH3:13]. The yield is 0.240. (4) The reactants are [N:1]1([C:12](=[O:13])[C:11]2[NH:10][CH:9]=[N:8][C:7]=2[N:5]([CH3:6])[C:3]1=[O:4])[CH3:2].[Br:14]Br. The catalyst is C(O)(=O)C.O. The product is [Br:14][C:9]1[NH:10][C:11]2[C:12](=[O:13])[N:1]([CH3:2])[C:3](=[O:4])[N:5]([CH3:6])[C:7]=2[N:8]=1. The yield is 0.945. (5) The reactants are [NH2:1][C:2]1[C:7](Cl)=[C:6]([C:9]([O:11][CH3:12])=[O:10])[N:5]=[C:4]([CH:13]2[CH2:15][CH2:14]2)[N:3]=1. The catalyst is CC(C)([P](C(C)(C)C)([Pd][P](C(C)(C)C)(C(C)(C)C)C(C)(C)C)C(C)(C)C)C. The product is [NH2:1][C:2]1[C:7]([CH2:14][C:13]([CH3:15])=[CH2:4])=[C:6]([C:9]([O:11][CH3:12])=[O:10])[N:5]=[C:4]([CH:13]2[CH2:15][CH2:14]2)[N:3]=1. The yield is 0.850. (6) The reactants are [CH3:1][C:2]1[CH:10]=[CH:9][CH:8]=[C:7]([CH3:11])[C:3]=1[C:4]([OH:6])=O.[CH3:12][CH:13]1[CH2:18][CH2:17][CH2:16][CH2:15][CH:14]1[NH2:19]. No catalyst specified. The product is [CH3:11][C:7]1[CH:8]=[CH:9][CH:10]=[C:2]([CH3:1])[C:3]=1[C:4]([NH:19][CH:14]1[CH2:15][CH2:16][CH2:17][CH2:18][CH:13]1[CH3:12])=[O:6]. The yield is 0.590. (7) The reactants are [Cl:1][C:2]1[CH:7]=[CH:6][C:5]([N:8]2[CH2:13][CH2:12][NH:11][CH2:10][CH2:9]2)=[C:4]([CH3:14])[CH:3]=1.N1C(C)=CC=CC=1C.[I-].[K+].Br[CH2:26][CH2:27][CH:28]=[C:29]1[C:35]2[CH:36]=[CH:37][CH:38]=[N:39][C:34]=2[CH2:33][O:32][C:31]2[CH:40]=[CH:41][C:42]([C:44]([OH:47])([CH3:46])[CH3:45])=[CH:43][C:30]1=2. The catalyst is C(O)(C)C. The product is [Cl:1][C:2]1[CH:7]=[CH:6][C:5]([N:8]2[CH2:13][CH2:12][N:11]([CH2:26][CH2:27][CH:28]=[C:29]3[C:35]4[CH:36]=[CH:37][CH:38]=[N:39][C:34]=4[CH2:33][O:32][C:31]4[CH:40]=[CH:41][C:42]([C:44]([OH:47])([CH3:46])[CH3:45])=[CH:43][C:30]3=4)[CH2:10][CH2:9]2)=[C:4]([CH3:14])[CH:3]=1. The yield is 0.540. (8) The reactants are [CH2:1]([O:3][C:4]([C:6]1[C:7](=[O:11])[NH:8][NH:9][CH:10]=1)=[O:5])[CH3:2].C(=O)([O-])[O-].[K+].[K+].Br[CH2:19][CH:20](Br)[CH3:21]. The catalyst is CN(C)C=O. The product is [CH2:1]([O:3][C:4]([C:6]1[CH:10]=[N:9][N:8]2[CH2:21][CH2:20][CH2:19][O:11][C:7]=12)=[O:5])[CH3:2]. The yield is 0.580. (9) The reactants are C(=O)([O-])[O-].[Cs+].[Cs+].[S:7]1[C:11]2[CH:12]=[CH:13][CH:14]=[CH:15][C:10]=2[N:9]=[C:8]1[NH:16][C:17]1[CH:22]=[CH:21][C:20]([OH:23])=[CH:19][CH:18]=1.F[C:25]1[C:30]([C:31]2[CH2:36][CH2:35][CH:34]([OH:37])[CH2:33][CH:32]=2)=[CH:29][CH:28]=[CH:27][N:26]=1.CN1C(=O)CCC1. The catalyst is C(OCC)(=O)C. The product is [S:7]1[C:11]2[CH:12]=[CH:13][CH:14]=[CH:15][C:10]=2[N:9]=[C:8]1[NH:16][C:17]1[CH:22]=[CH:21][C:20]([O:23][C:25]2[C:30]([C:31]3[CH2:36][CH2:35][CH:34]([OH:37])[CH2:33][CH:32]=3)=[CH:29][CH:28]=[CH:27][N:26]=2)=[CH:19][CH:18]=1. The yield is 0.0631.